From a dataset of Catalyst prediction with 721,799 reactions and 888 catalyst types from USPTO. Predict which catalyst facilitates the given reaction. (1) Reactant: C(N(CC)CC)C.Cl.[NH2:9][C@H:10]1[C:18]2[C:13](=[CH:14][C:15]([CH3:22])=[C:16]([C:19]([OH:21])=[O:20])[CH:17]=2)[CH2:12][CH2:11]1.[Cl:23][C:24]1[CH:32]=[CH:31][CH:30]=[CH:29][C:25]=1[C:26](Cl)=[O:27]. Product: [Cl:23][C:24]1[CH:32]=[CH:31][CH:30]=[CH:29][C:25]=1[C:26]([NH:9][C@H:10]1[C:18]2[C:13](=[CH:14][C:15]([CH3:22])=[C:16]([C:19]([OH:21])=[O:20])[CH:17]=2)[CH2:12][CH2:11]1)=[O:27]. The catalyst class is: 2. (2) Reactant: [OH:1][CH2:2][C:3]1[CH:10]=[C:9]([CH3:11])[C:6]([CH:7]=[O:8])=[C:5]([CH3:12])[C:4]=1[CH3:13].[H-].[Na+].Br[CH2:17][C:18]#[C:19][CH3:20].Cl. Product: [CH2:17]([O:1][CH2:2][C:3]1[CH:10]=[C:9]([CH3:11])[C:6]([CH:7]=[O:8])=[C:5]([CH3:12])[C:4]=1[CH3:13])[C:18]#[C:19][CH3:20]. The catalyst class is: 9. (3) Reactant: Br[C:2]1[CH:3]=[N:4][CH:5]=[C:6]([CH:8]2[CH2:12][O:11][C:10]([CH3:14])([CH3:13])[O:9]2)[CH:7]=1.[B:15]1([B:15]2[O:19][C:18]([CH3:21])([CH3:20])[C:17]([CH3:23])([CH3:22])[O:16]2)[O:19][C:18]([CH3:21])([CH3:20])[C:17]([CH3:23])([CH3:22])[O:16]1.CC([O-])=O.[K+]. Product: [CH3:13][C:10]1([CH3:14])[O:9][CH:8]([C:6]2[CH:5]=[N:4][CH:3]=[C:2]([B:15]3[O:19][C:18]([CH3:21])([CH3:20])[C:17]([CH3:23])([CH3:22])[O:16]3)[CH:7]=2)[CH2:12][O:11]1. The catalyst class is: 12. (4) Reactant: [CH:1]([CH:3]([CH2:8][CH2:9][O:10][CH3:11])[CH2:4][CH2:5][O:6][CH3:7])=O.[C:12]([CH:17]=P(C1C=CC=CC=1)(C1C=CC=CC=1)C1C=CC=CC=1)([O:14][CH2:15][CH3:16])=[O:13]. Product: [CH3:7][O:6][CH2:5][CH2:4][CH:3]([CH2:8][CH2:9][O:10][CH3:11])[CH:1]=[CH:17][C:12]([O:14][CH2:15][CH3:16])=[O:13]. The catalyst class is: 2. (5) Reactant: [F:1][C:2]1[CH:7]=[CH:6][C:5]([C:8]2[S:9][C:10]([C:13]([C:16]3[CH:21]=[CH:20][N:19]=[CH:18][CH:17]=3)([OH:15])[CH3:14])=[CH:11][N:12]=2)=[CH:4][CH:3]=1.[ClH:22].O1CCOCC1. Product: [ClH:22].[F:1][C:2]1[CH:7]=[CH:6][C:5]([C:8]2[S:9][C:10]([C:13]([C:16]3[CH:17]=[CH:18][N:19]=[CH:20][CH:21]=3)([OH:15])[CH3:14])=[CH:11][N:12]=2)=[CH:4][CH:3]=1. The catalyst class is: 8. (6) Reactant: [C:1]1([C:7]#[C:8][CH:9]=[N:10][OH:11])[CH:6]=[CH:5][CH:4]=[CH:3][CH:2]=1.ClN1C(=O)CCC1=O.[CH2:20]=[C:21]1[CH2:26][CH2:25][N:24]([C:27]([O:29][C:30]([CH3:33])([CH3:32])[CH3:31])=[O:28])[CH2:23][CH2:22]1. Product: [C:1]1([C:7]#[C:8][C:9]2[CH2:20][C:21]3([CH2:26][CH2:25][N:24]([C:27]([O:29][C:30]([CH3:31])([CH3:33])[CH3:32])=[O:28])[CH2:23][CH2:22]3)[O:11][N:10]=2)[CH:6]=[CH:5][CH:4]=[CH:3][CH:2]=1. The catalyst class is: 3. (7) Reactant: [N:1](/[C:4](=[CH:9]/[C:10]1[CH:15]=[CH:14][CH:13]=[C:12]([Br:16])[C:11]=1[CH3:17])/[C:5]([O:7][CH3:8])=[O:6])=[N+]=[N-]. Product: [Br:16][C:12]1[C:11]([CH3:17])=[C:10]2[C:15](=[CH:14][CH:13]=1)[NH:1][C:4]([C:5]([O:7][CH3:8])=[O:6])=[CH:9]2. The catalyst class is: 113. (8) Reactant: C(O[C:5]1[CH:10]=[CH:9][C:8]([O:11][CH2:12][C:13]2[CH:18]=[CH:17][CH:16]=[CH:15][CH:14]=2)=[CH:7][C:6]=1C)(=O)C.[O:20]1[CH2:24][CH2:23]CC1.[OH2:25].O.[OH-].[Li+]. Product: [CH2:12]([O:11][C:8]1[CH:7]=[CH:6][C:5]([CH2:23][C:24]([OH:20])=[O:25])=[CH:10][CH:9]=1)[C:13]1[CH:14]=[CH:15][CH:16]=[CH:17][CH:18]=1. The catalyst class is: 5. (9) Reactant: C([N:8]1[CH2:13][C@@H:12]2[C@@:10]([NH:15][C:16](=[O:22])[O:17][C:18]([CH3:21])([CH3:20])[CH3:19])([C@@H:11]2[CH3:14])[CH2:9]1)C1C=CC=CC=1.[H][H]. Product: [CH3:14][C@H:11]1[C@:10]2([NH:15][C:16](=[O:22])[O:17][C:18]([CH3:21])([CH3:20])[CH3:19])[C@H:12]1[CH2:13][NH:8][CH2:9]2. The catalyst class is: 105. (10) Reactant: [NH2:1][C:2]1[CH:3]=[CH:4][C:5]([C:8]([NH2:10])=[NH:9])=[N:6][CH:7]=1.C([O:13][C:14](=O)[CH:15]([CH2:19][CH3:20])[C:16]([CH3:18])=O)C.C(=O)([O-])[O-].[Na+].[Na+]. Product: [NH2:1][C:2]1[CH:3]=[CH:4][C:5]([C:8]2[N:10]=[C:14]([OH:13])[C:15]([CH2:19][CH3:20])=[C:16]([CH3:18])[N:9]=2)=[N:6][CH:7]=1. The catalyst class is: 97.